This data is from Catalyst prediction with 721,799 reactions and 888 catalyst types from USPTO. The task is: Predict which catalyst facilitates the given reaction. (1) Reactant: Br[C:2]1[CH:22]=[C:21]([CH3:23])[C:5]([O:6][C:7]2[C:12]([CH3:13])=[C:11]([NH:14][CH:15]([CH2:18][CH3:19])[CH2:16][CH3:17])[CH:10]=[C:9]([CH3:20])[N:8]=2)=[C:4]([CH3:24])[CH:3]=1.C([Li])CCC.[CH:30](=[O:32])[CH3:31]. Product: [CH2:16]([CH:15]([NH:14][C:11]1[CH:10]=[C:9]([CH3:20])[N:8]=[C:7]([O:6][C:5]2[C:21]([CH3:23])=[CH:22][C:2]([CH:30]([OH:32])[CH3:31])=[CH:3][C:4]=2[CH3:24])[C:12]=1[CH3:13])[CH2:18][CH3:19])[CH3:17]. The catalyst class is: 1. (2) Reactant: [CH2:1]([C:3]([CH2:8][OH:9])([CH3:7])[C:4]([OH:6])=[O:5])[OH:2].[OH-].[K+].[CH2:12](Br)[C:13]1[CH:18]=[CH:17][CH:16]=[CH:15][CH:14]=1. Product: [CH2:1]([C:3]([CH2:8][OH:9])([CH3:7])[C:4]([O:6][CH2:12][C:13]1[CH:18]=[CH:17][CH:16]=[CH:15][CH:14]=1)=[O:5])[OH:2]. The catalyst class is: 3.